Predict the product of the given reaction. From a dataset of Forward reaction prediction with 1.9M reactions from USPTO patents (1976-2016). (1) Given the reactants [CH3:1][O:2][C:3]1[CH:4]=[CH:5][C:6]([N:9]2[N:13]=[C:12]([C:14]([NH2:16])=[O:15])[C:11]3[CH2:17][CH2:18][N:19]([C:22]4[CH:23]=[CH:24][C:25]([N:28]5C(=O)CCCC5)=[CH:26][CH:27]=4)[C:20](=[O:21])[C:10]2=3)=[CH:7][CH:8]=1.COC1C=CC(N2C3C(=O)N(C4C=CC([N+]([O-])=O)=CC=4)CCC=3C(C(OCC)=O)=N2)=CC=1.C(O)=O.C([O-])=O.[K+], predict the reaction product. The product is: [NH3:9].[NH2:28][C:25]1[CH:24]=[CH:23][C:22]([N:19]2[CH2:18][CH2:17][C:11]3[C:12]([C:14]([NH2:16])=[O:15])=[N:13][N:9]([C:6]4[CH:7]=[CH:8][C:3]([O:2][CH3:1])=[CH:4][CH:5]=4)[C:10]=3[C:20]2=[O:21])=[CH:27][CH:26]=1. (2) Given the reactants [NH2:1][CH2:2][CH2:3][C@H:4]([OH:7])[CH2:5][OH:6].[CH3:8][C:9]1([CH3:33])[CH2:18][CH2:17][C:16]([CH3:20])([CH3:19])[C:15]2[CH:14]=[C:13]([C:21]3[N:22]=[C:23]([N:26]4[CH2:31][CH2:30][C:29](=O)[CH2:28][CH2:27]4)[S:24][CH:25]=3)[CH:12]=[CH:11][C:10]1=2.Cl, predict the reaction product. The product is: [CH3:8][C:9]1([CH3:33])[CH2:18][CH2:17][C:16]([CH3:19])([CH3:20])[C:15]2[CH:14]=[C:13]([C:21]3[N:22]=[C:23]([N:26]4[CH2:31][CH2:30][CH:29]([NH:1][CH2:2][CH2:3][C@H:4]([OH:7])[CH2:5][OH:6])[CH2:28][CH2:27]4)[S:24][CH:25]=3)[CH:12]=[CH:11][C:10]1=2. (3) Given the reactants C(O)(C(F)(F)F)=O.Br[C:9]1[NH:10][C:11]2[C:16]([C:17]=1[CH:18]1[CH2:23][CH2:22][CH2:21][CH2:20][CH2:19]1)=[CH:15][CH:14]=[C:13]([C:24]([O:26][CH3:27])=[O:25])[CH:12]=2.[CH3:28][O:29][C:30]1[CH:35]=[CH:34][C:33](B(O)O)=[C:32]([CH:39]=[O:40])[CH:31]=1.[Li+].[Cl-].C([O-])([O-])=O.[Na+].[Na+], predict the reaction product. The product is: [CH:18]1([C:17]2[C:16]3[C:11](=[CH:12][C:13]([C:24]([O:26][CH3:27])=[O:25])=[CH:14][CH:15]=3)[N:10]3[CH:39]([OH:40])[C:32]4[C:33]([C:9]=23)=[CH:34][CH:35]=[C:30]([O:29][CH3:28])[CH:31]=4)[CH2:23][CH2:22][CH2:21][CH2:20][CH2:19]1. (4) Given the reactants [F:1][C:2]1[CH:28]=[C:27]([F:29])[CH:26]=[CH:25][C:3]=1[O:4][C:5]1[C:21](=[O:22])[N:20]([CH2:23][CH3:24])[C:8]2[N:9]=[C:10]([NH:13][CH:14]3[CH2:19][CH2:18][O:17][CH2:16][CH2:15]3)[N:11]=[CH:12][C:7]=2[CH:6]=1.N[C@@H]1CC[O:34]C[C@H]1O.C(OCC)(=O)C, predict the reaction product. The product is: [F:1][C:2]1[CH:28]=[C:27]([F:29])[CH:26]=[CH:25][C:3]=1[O:4][C:5]1[C:21](=[O:22])[N:20]([CH2:23][CH3:24])[C:8]2[N:9]=[C:10]([NH:13][CH:14]3[CH2:19][CH2:18][O:17][CH2:16][CH:15]3[OH:34])[N:11]=[CH:12][C:7]=2[CH:6]=1. (5) Given the reactants [CH3:1][O:2][C:3]1[C:12]([NH:13][C:14](=[O:18])OCC)=[N:11][C:10]2[C:5](=[CH:6][CH:7]=[C:8]([CH3:19])[CH:9]=2)[N:4]=1.[Cl:20][C:21]1[CH:26]=[CH:25][C:24]([N:27]2[CH2:32][CH2:31][NH:30][CH2:29][CH2:28]2)=[CH:23][CH:22]=1, predict the reaction product. The product is: [CH3:1][O:2][C:3]1[C:12]([NH:13][C:14]([N:30]2[CH2:29][CH2:28][N:27]([C:24]3[CH:23]=[CH:22][C:21]([Cl:20])=[CH:26][CH:25]=3)[CH2:32][CH2:31]2)=[O:18])=[N:11][C:10]2[C:5](=[CH:6][CH:7]=[C:8]([CH3:19])[CH:9]=2)[N:4]=1. (6) Given the reactants [OH:1][C:2]1[CH:11]=[CH:10][C:5]([C:6]([O:8][CH3:9])=[O:7])=[CH:4][CH:3]=1.[H-].[Na+].[Cl:14][C:15]1[CH:16]=[C:17]([CH:20]=[CH:21][C:22]=1[Cl:23])[CH2:18]Br, predict the reaction product. The product is: [Cl:14][C:15]1[CH:16]=[C:17]([CH:20]=[CH:21][C:22]=1[Cl:23])[CH2:18][O:1][C:2]1[CH:3]=[CH:4][C:5]([C:6]([O:8][CH3:9])=[O:7])=[CH:10][CH:11]=1. (7) Given the reactants [NH2:1][C:2]1[C:7]([F:8])=[CH:6][CH:5]=[CH:4][N:3]=1.[Cl:9][CH2:10][C:11](Cl)=[O:12], predict the reaction product. The product is: [Cl:9][CH2:10][C:11]([NH:1][C:2]1[C:7]([F:8])=[CH:6][CH:5]=[CH:4][N:3]=1)=[O:12]. (8) Given the reactants C(N(S(F)(F)[F:7])CC)C.O[CH2:11][C:12]1[C:16]([CH3:17])=[C:15]([C:18]2[CH:23]=[CH:22][N:21]=[CH:20][CH:19]=2)[S:14][C:13]=1[C:24]1[CH:29]=[CH:28][N:27]=[CH:26][CH:25]=1, predict the reaction product. The product is: [N:27]1[CH:28]=[CH:29][C:24]([C:13]2[S:14][C:15]([C:18]3[CH:23]=[CH:22][N:21]=[CH:20][CH:19]=3)=[C:16]([CH3:17])[C:12]=2[CH2:11][F:7])=[CH:25][CH:26]=1.